From a dataset of Catalyst prediction with 721,799 reactions and 888 catalyst types from USPTO. Predict which catalyst facilitates the given reaction. Reactant: [NH2:1][CH2:2][CH2:3][CH2:4][N:5]1[CH2:10][CH2:9][N:8]([CH2:11][CH2:12][CH2:13][NH2:14])[CH2:7][CH2:6]1.[N:15]1[CH:20]=[CH:19][CH:18]=[C:17]([CH:21]=O)[CH:16]=1.[BH4-].[Na+].O. Product: [N:15]1[CH:20]=[CH:19][CH:18]=[C:17]([CH2:21][NH:14][CH2:13][CH2:12][CH2:11][N:8]2[CH2:7][CH2:6][N:5]([CH2:4][CH2:3][CH2:2][NH:1][CH2:21][C:17]3[CH:16]=[N:15][CH:20]=[CH:19][CH:18]=3)[CH2:10][CH2:9]2)[CH:16]=1. The catalyst class is: 8.